Task: Predict the reactants needed to synthesize the given product.. Dataset: Full USPTO retrosynthesis dataset with 1.9M reactions from patents (1976-2016) (1) Given the product [Br:1][C:2]1[CH:3]=[CH:4][C:5]([CH3:12])=[C:6]([S:8]([NH2:14])(=[O:10])=[O:9])[CH:7]=1, predict the reactants needed to synthesize it. The reactants are: [Br:1][C:2]1[CH:3]=[CH:4][C:5]([CH3:12])=[C:6]([S:8](Cl)(=[O:10])=[O:9])[CH:7]=1.[OH-].[NH4+:14]. (2) The reactants are: [OH-].[Na+].[N+:3]([C:6]1[CH:14]=[CH:13][CH:12]=[C:11]2[C:7]=1[CH:8]=[C:9]([C:15]([O:17][CH2:18][CH3:19])=[O:16])[NH:10]2)([O-:5])=[O:4].[Cl:20][C:21]1[CH:22]=[C:23]([CH:26]=[CH:27][C:28]=1[Cl:29])[CH2:24]Cl. Given the product [Cl:20][C:21]1[CH:22]=[C:23]([CH:26]=[CH:27][C:28]=1[Cl:29])[CH2:24][N:10]1[C:11]2[C:7](=[C:6]([N+:3]([O-:5])=[O:4])[CH:14]=[CH:13][CH:12]=2)[CH:8]=[C:9]1[C:15]([O:17][CH2:18][CH3:19])=[O:16], predict the reactants needed to synthesize it. (3) The reactants are: [CH3:1][C:2]([CH3:21])([CH3:20])[C:3]([N:5]1[CH2:10][CH2:9][C:8]([CH2:17][CH2:18][OH:19])([C:11]2[CH:16]=[CH:15][CH:14]=[CH:13][CH:12]=2)[O:7][CH2:6]1)=[O:4].CS(C)=O.C(N(C(C)C)CC)(C)C. Given the product [CH3:1][C:2]([CH3:21])([CH3:20])[C:3]([N:5]1[CH2:10][CH2:9][C:8]([CH2:17][CH:18]=[O:19])([C:11]2[CH:16]=[CH:15][CH:14]=[CH:13][CH:12]=2)[O:7][CH2:6]1)=[O:4], predict the reactants needed to synthesize it. (4) Given the product [CH3:1][O:2][C:3]1[CH:26]=[CH:25][C:6]([C:7]([NH:9][C:10]2[C:11]([NH:24][C:40](=[O:41])[C:39]3[CH:43]=[CH:44][C:36]([CH2:33][CH2:34][CH3:35])=[CH:37][CH:38]=3)=[CH:12][C:13]([O:16][Si:17]([C:20]([CH3:23])([CH3:21])[CH3:22])([CH3:19])[CH3:18])=[CH:14][CH:15]=2)=[O:8])=[CH:5][CH:4]=1, predict the reactants needed to synthesize it. The reactants are: [CH3:1][O:2][C:3]1[CH:26]=[CH:25][C:6]([C:7]([NH:9][C:10]2[C:11]([NH2:24])=[CH:12][C:13]([O:16][Si:17]([C:20]([CH3:23])([CH3:22])[CH3:21])([CH3:19])[CH3:18])=[CH:14][CH:15]=2)=[O:8])=[CH:5][CH:4]=1.N1C=CC=CC=1.[CH2:33]([C:36]1[CH:44]=[CH:43][C:39]([C:40](Cl)=[O:41])=[CH:38][CH:37]=1)[CH2:34][CH3:35]. (5) Given the product [Br:1][C:2]1[CH:3]=[N:4][C:5]2[N:6]([N:8]=[C:9]([C:11]([N:20]3[CH2:21][CH2:22][N:23]4[C:15]([Br:14])=[C:16]([Br:25])[N:17]=[C:18]4[N:19]3[CH3:24])=[O:13])[CH:10]=2)[CH:7]=1, predict the reactants needed to synthesize it. The reactants are: [Br:1][C:2]1[CH:3]=[N:4][C:5]2[N:6]([N:8]=[C:9]([C:11]([OH:13])=O)[CH:10]=2)[CH:7]=1.[Br:14][C:15]1[N:23]2[C:18]([N:19]([CH3:24])[NH:20][CH2:21][CH2:22]2)=[N:17][C:16]=1[Br:25]. (6) Given the product [CH3:1][O:2][C:3]1[CH:4]=[C:5]([CH:9]=[CH:10][CH:11]=[C:12]2[CH2:17][CH2:16][NH:15][CH2:14][CH2:13]2)[CH:6]=[CH:7][CH:8]=1, predict the reactants needed to synthesize it. The reactants are: [CH3:1][O:2][C:3]1[CH:4]=[C:5]([CH:9]=[CH:10][CH:11]=[C:12]2[CH2:17][CH2:16][N:15](C(OC(C)(C)C)=O)[CH2:14][CH2:13]2)[CH:6]=[CH:7][CH:8]=1.FC(F)(F)C(O)=O. (7) Given the product [CH3:31][C:29]1[CH:30]=[C:4]([CH2:3][O:2][C:1]([NH:37][C@:36]([CH3:38])([C:35]([O:34][CH3:33])=[O:47])[CH2:46][C:16]2[CH:17]=[CH:18][C:13]([O:12][C:1]([O:2][CH2:3][C:4]3[CH:9]=[C:8]([CH3:10])[N:7]=[C:6]([CH3:11])[CH:5]=3)=[O:22])=[CH:14][CH:15]=2)=[O:12])[CH:28]=[C:26]([CH3:27])[N:25]=1, predict the reactants needed to synthesize it. The reactants are: [C:1](=[O:22])([O:12][C:13]1[CH:18]=[CH:17][C:16]([N+]([O-])=O)=[CH:15][CH:14]=1)[O:2][CH2:3][C:4]1[CH:9]=[C:8]([CH3:10])[N:7]=[C:6]([CH3:11])[CH:5]=1.CC[N:25]([CH:29]([CH3:31])[CH3:30])[CH:26]([CH3:28])[CH3:27].Cl.[CH3:33][O:34][C:35](=[O:47])[C@:36]([CH3:46])([CH2:38]C1C=CC(O)=CC=1)[NH2:37]. (8) The reactants are: ClC1[C:3](F)=[C:4]([CH:28]=C(C(F)(F)F)C=1)CN1CCC(COC2C(C3CC3)=CC(C(O)=O)=C(F)C=2)(F)CC1.[Cl:36][C:37]1[CH:38]=[C:39]([S:44]([N:47]2[CH2:52][CH2:51][CH:50]([CH2:53][O:54][C:55]3[C:63]([CH:64]4[CH2:66][CH2:65]4)=[CH:62][C:58]([C:59](O)=[O:60])=[C:57]([F:67])[CH:56]=3)[CH2:49][CH2:48]2)(=[O:46])=[O:45])[CH:40]=[CH:41][C:42]=1[F:43].C[S:69]([NH2:72])(=[O:71])=[O:70]. Given the product [Cl:36][C:37]1[CH:38]=[C:39]([S:44]([N:47]2[CH2:52][CH2:51][CH:50]([CH2:53][O:54][C:55]3[C:63]([CH:64]4[CH2:65][CH2:66]4)=[CH:62][C:58]([C:59]([NH:72][S:69]([CH:4]4[CH2:3][CH2:28]4)(=[O:71])=[O:70])=[O:60])=[C:57]([F:67])[CH:56]=3)[CH2:49][CH2:48]2)(=[O:46])=[O:45])[CH:40]=[CH:41][C:42]=1[F:43], predict the reactants needed to synthesize it. (9) Given the product [C:4]([O:6][CH2:11][CH2:12][O:13][C:14]([O:16][CH2:17][CH3:18])=[O:15])(=[O:5])/[CH:3]=[CH:2]/[C:1]([O:8][CH3:9])=[O:7], predict the reactants needed to synthesize it. The reactants are: [C:1]([O:8][CH3:9])(=[O:7])/[CH:2]=[CH:3]/[C:4]([OH:6])=[O:5].Cl[CH2:11][CH2:12][O:13][C:14]([O:16][CH2:17][CH3:18])=[O:15].